From a dataset of Forward reaction prediction with 1.9M reactions from USPTO patents (1976-2016). Predict the product of the given reaction. (1) Given the reactants O=O.[C:3]1([CH:11]=[CH:10][CH:9]=[C:7]([OH:8])[C:5]=1[OH:6])[OH:4].OO, predict the reaction product. The product is: [C:3]1([CH:11]=[CH:10][CH:9]=[C:7]([OH:8])[C:5]=1[OH:6])[OH:4].[CH:11]1[C:10]2[CH:10]=[CH:9][CH:7]=[C:5]([OH:6])[C:3](=[O:4])[C:9]=2[C:7]([OH:8])=[C:5]([OH:6])[C:3]=1[OH:4]. (2) The product is: [CH2:1]([O:3][C:4](=[O:18])[CH2:5][C@@H:6]1[CH2:10][CH2:9][N:8]([C:11]([CH:29]2[CH2:31][CH2:30]2)=[O:13])[CH2:7]1)[CH3:2]. Given the reactants [CH2:1]([O:3][C:4](=[O:18])[CH2:5][C@@H:6]1[CH2:10][CH2:9][N:8]([C:11]([O:13]C(C)(C)C)=O)[CH2:7]1)[CH3:2].O1CCOCC1.C(N(CC)[CH:29]([CH3:31])[CH3:30])(C)C.C1(C(Cl)=O)CC1, predict the reaction product. (3) Given the reactants [Cl:1][C:2]1[C:7]([Cl:8])=[CH:6][CH:5]=[CH:4][C:3]=1[S:9]([N:12](COCC[Si](C)(C)C)[C:13]1[N:14]=[CH:15][C:16]([S:21][CH2:22][C@H:23]([C:25]([O:27][CH3:28])=[O:26])[NH2:24])=[N:17][C:18]=1[O:19][CH3:20])(=[O:11])=[O:10], predict the reaction product. The product is: [Cl:1][C:2]1[C:7]([Cl:8])=[CH:6][CH:5]=[CH:4][C:3]=1[S:9]([NH:12][C:13]1[N:14]=[CH:15][C:16]([S:21][CH2:22][C@H:23]([C:25]([O:27][CH3:28])=[O:26])[NH2:24])=[N:17][C:18]=1[O:19][CH3:20])(=[O:11])=[O:10]. (4) Given the reactants Cl.[N:2]1([CH2:7][C@@:8]2([C:52]3[CH:57]=[CH:56][C:55]([F:58])=[CH:54][C:53]=3[F:59])[O:12][CH2:11][C@@H:10]([CH2:13][O:14][C:15]3[CH:20]=[CH:19][C:18]([N:21]4[CH2:26][CH2:25][N:24]([C:27]5[CH:32]=[CH:31][C:30]([N:33]6[C:37](=[O:38])[N:36]([C@H:39]([CH2:50][CH3:51])[C@@H:40]([O:42]CC7C=CC=CC=7)[CH3:41])[N:35]=[CH:34]6)=[CH:29][CH:28]=5)[CH2:23][CH2:22]4)=[CH:17][CH:16]=3)[CH2:9]2)[CH:6]=[N:5][CH:4]=[N:3]1, predict the reaction product. The product is: [CH3:51][CH2:50][C@H:39]([N:36]1[N:35]=[CH:34][N:33]([C:30]2[CH:31]=[CH:32][C:27]([N:24]3[CH2:23][CH2:22][N:21]([C:18]4[CH:17]=[CH:16][C:15]([O:14][CH2:13][C@@H:10]5[CH2:11][O:12][C@:8]([C:52]6[CH:57]=[CH:56][C:55]([F:58])=[CH:54][C:53]=6[F:59])([CH2:7][N:2]6[N:3]=[CH:4][N:5]=[CH:6]6)[CH2:9]5)=[CH:20][CH:19]=4)[CH2:26][CH2:25]3)=[CH:28][CH:29]=2)[C:37]1=[O:38])[C@@H:40]([OH:42])[CH3:41]. (5) Given the reactants [NH2:1][C:2]1[CH:3]=[C:4]([C:8]2[CH:13]=[CH:12][C:11]([C:14]([OH:16])=[O:15])=[CH:10][CH:9]=2)[CH:5]=[CH:6][CH:7]=1.[C:17](OC(=O)C)(=[O:19])[CH3:18], predict the reaction product. The product is: [C:17]([NH:1][C:2]1[CH:3]=[C:4]([C:8]2[CH:13]=[CH:12][C:11]([C:14]([OH:16])=[O:15])=[CH:10][CH:9]=2)[CH:5]=[CH:6][CH:7]=1)(=[O:19])[CH3:18]. (6) Given the reactants [C:1]([C:4]1[CH:9]=[CH:8][C:7]([S:10]([NH:13][C:14]2[CH:15]=[C:16]([C:21]3[CH:33]=[CH:32][C:24]4[N:25]=[C:26]([NH:28][C:29](=[O:31])[CH3:30])[S:27][C:23]=4[CH:22]=3)[CH:17]=[N:18][C:19]=2[Cl:20])(=[O:12])=[O:11])=[CH:6][CH:5]=1)(=[O:3])[CH3:2].[BH4-].[Na+], predict the reaction product. The product is: [Cl:20][C:19]1[N:18]=[CH:17][C:16]([C:21]2[CH:33]=[CH:32][C:24]3[N:25]=[C:26]([NH:28][C:29](=[O:31])[CH3:30])[S:27][C:23]=3[CH:22]=2)=[CH:15][C:14]=1[NH:13][S:10]([C:7]1[CH:6]=[CH:5][C:4]([CH:1]([OH:3])[CH3:2])=[CH:9][CH:8]=1)(=[O:12])=[O:11]. (7) The product is: [Cl:9][C:10]1[C:11]([O:8][CH2:7][CH:1]2[CH2:6][CH2:5][CH:4]=[CH:3][CH2:2]2)=[CH:12][C:13]([F:19])=[C:14]([CH:18]=1)[C:15]([OH:17])=[O:16]. Given the reactants [CH:1]1([CH2:7][OH:8])[CH2:6][CH2:5][CH:4]=[CH:3][CH2:2]1.[Cl:9][C:10]1[C:11](F)=[CH:12][C:13]([F:19])=[C:14]([CH:18]=1)[C:15]([OH:17])=[O:16].CC(C)([O-])C.[K+], predict the reaction product. (8) Given the reactants C(O[C:6]([N:8]1[CH2:13][CH2:12][CH:11]([NH:14][C:15]2[C:24]3[C:19](=[CH:20][CH:21]=[C:22]([Cl:25])[CH:23]=3)[N:18]([CH2:26][C:27]3[CH:32]=[CH:31][N:30]=[CH:29][CH:28]=3)[C:17](=[O:33])[CH:16]=2)[CH2:10][CH2:9]1)=O)(C)(C)C.FC(F)(F)[C:36]([OH:38])=[O:37], predict the reaction product. The product is: [O:37]1[C:20]2[CH:21]=[CH:22][C:23]([CH2:6][N:8]3[CH2:13][CH2:12][CH:11]([NH:14][C:15]4[C:24]5[C:19](=[CH:20][CH:21]=[C:22]([Cl:25])[CH:23]=5)[N:18]([CH2:26][C:27]5[CH:32]=[CH:31][N:30]=[CH:29][CH:28]=5)[C:17](=[O:33])[CH:16]=4)[CH2:10][CH2:9]3)=[CH:24][C:19]=2[O:38][CH2:36]1. (9) Given the reactants Cl.[CH:2]1([CH2:5][N:6]2[C:10]3[CH:11]=[CH:12][C:13]([C:15]4[CH:16]=[C:17]([CH2:21][NH2:22])[CH:18]=[CH:19][CH:20]=4)=[CH:14][C:9]=3[N:8]([CH3:23])[S:7]2(=[O:25])=[O:24])[CH2:4][CH2:3]1.[CH2:26](Cl)[CH2:27]Cl.[CH:30]1[CH:31]=CC2N([OH:39])N=N[C:34]=2[CH:35]=1.CCN([CH:46]([CH3:48])[CH3:47])C(C)C.C[N:50]1[C:54](=[O:55])[CH2:53][CH2:52][CH2:51]1, predict the reaction product. The product is: [C:51]([C:52]1[CH:34]=[CH:35][CH:30]=[CH:31][C:53]=1[C:54]([NH:22][CH2:21][C:17]1[CH:18]=[CH:19][CH:20]=[C:15]([C:13]2[CH:12]=[CH:11][C:10]3[N:6]([CH2:5][CH:2]4[CH2:4][CH2:3]4)[S:7](=[O:24])(=[O:25])[N:8]([CH3:23])[C:9]=3[CH:14]=2)[CH:16]=1)=[O:55])#[N:50].[CH:2]1([CH2:5][N:6]2[C:10]3[CH:11]=[CH:12][C:13]([C:15]4[CH:16]=[C:17]([CH:18]=[CH:19][CH:20]=4)[CH2:21][N:22]4[C:27](=[O:39])[C:26]5[C:53](=[CH:52][CH:48]=[CH:46][CH:47]=5)[C:54]4=[O:55])=[CH:14][C:9]=3[N:8]([CH3:23])[S:7]2(=[O:24])=[O:25])[CH2:4][CH2:3]1.